This data is from Catalyst prediction with 721,799 reactions and 888 catalyst types from USPTO. The task is: Predict which catalyst facilitates the given reaction. (1) Product: [OH:26][CH2:25][C:24]1[S:14][C:12]([C:9]2[NH:10][C:11]3[C:7]([CH:8]=2)=[CH:6][CH:5]=[CH:4][C:3]=3[N:2]([CH3:1])[S:15]([C:18]2[S:19][CH:20]=[CH:21][CH:22]=2)(=[O:17])=[O:16])=[N:13][CH:27]=1. Reactant: [CH3:1][N:2]([S:15]([C:18]1[S:19][CH:20]=[CH:21][CH:22]=1)(=[O:17])=[O:16])[C:3]1[CH:4]=[CH:5][CH:6]=[C:7]2[C:11]=1[NH:10][C:9]([C:12](=[S:14])[NH2:13])=[CH:8]2.Br[CH:24]([CH:27]=O)[CH:25]=[O:26].CN(C)C(=O)C. The catalyst class is: 6. (2) Reactant: [C:1]1([C:11]2[CH:16]=[CH:15][CH:14]=[CH:13][C:12]=2[C:17]2(O)[C:30]3[CH:29]=[CH:28][CH:27]=[CH:26][C:25]=3[C:24]([C:32]3[CH:37]=[CH:36][CH:35]=[CH:34][C:33]=3[C:38]3[C:47]4[C:42](=[CH:43][CH:44]=[CH:45][CH:46]=4)[CH:41]=[CH:40][CH:39]=3)(O)[C:23]3[C:18]2=[CH:19][CH:20]=[CH:21][CH:22]=3)[C:10]2[C:5](=[CH:6][CH:7]=[CH:8][CH:9]=2)[CH:4]=[CH:3][CH:2]=1.I.[PH2](O)=O. Product: [C:38]1([C:33]2[CH:34]=[CH:35][CH:36]=[CH:37][C:32]=2[C:24]2[C:25]3[C:30]([C:17]([C:12]4[CH:13]=[CH:14][CH:15]=[CH:16][C:11]=4[C:1]4[C:10]5[C:5](=[CH:6][CH:7]=[CH:8][CH:9]=5)[CH:4]=[CH:3][CH:2]=4)=[C:18]4[C:23]=2[CH:22]=[CH:21][CH:20]=[CH:19]4)=[CH:29][CH:28]=[CH:27][CH:26]=3)[C:47]2[C:42](=[CH:43][CH:44]=[CH:45][CH:46]=2)[CH:41]=[CH:40][CH:39]=1. The catalyst class is: 15.